This data is from Forward reaction prediction with 1.9M reactions from USPTO patents (1976-2016). The task is: Predict the product of the given reaction. (1) Given the reactants [F:1][C:2]1[CH:7]=[C:6]([I:8])[CH:5]=[CH:4][C:3]=1[NH:9][C:10]1[N:15]2[CH:16]=[N:17][CH:18]=[C:14]2[CH:13]=[CH:12][C:11]=1[C:19]([OH:21])=O.[CH3:22][C:23]1([CH3:31])[O:27][C@@H:26]([CH2:28][O:29][NH2:30])[CH2:25][O:24]1.CCN(C(C)C)C(C)C.C1C=CC2N(O)N=NC=2C=1.CCN=C=NCCCN(C)C, predict the reaction product. The product is: [CH3:22][C:23]1([CH3:31])[O:27][C@H:26]([CH2:28][O:29][NH:30][C:19]([C:11]2[CH:12]=[CH:13][C:14]3[N:15]([CH:16]=[N:17][CH:18]=3)[C:10]=2[NH:9][C:3]2[CH:4]=[CH:5][C:6]([I:8])=[CH:7][C:2]=2[F:1])=[O:21])[CH2:25][O:24]1. (2) Given the reactants [Cl:1][C:2]1[CH:3]=[CH:4][C:5]([CH3:28])=[C:6]([CH:8]([O:20][CH2:21][CH2:22][NH:23][C:24]([O:26][CH3:27])=[O:25])[C:9]2[CH:10]=[C:11]([CH:17]=[CH:18][CH:19]=2)[C:12]([O:14]CC)=[O:13])[CH:7]=1.[OH-].[Li+].O, predict the reaction product. The product is: [Cl:1][C:2]1[CH:3]=[CH:4][C:5]([CH3:28])=[C:6]([CH:8]([O:20][CH2:21][CH2:22][NH:23][C:24]([O:26][CH3:27])=[O:25])[C:9]2[CH:10]=[C:11]([CH:17]=[CH:18][CH:19]=2)[C:12]([OH:14])=[O:13])[CH:7]=1.